From a dataset of Reaction yield outcomes from USPTO patents with 853,638 reactions. Predict the reaction yield, written as a fraction of the theoretical maximum amount of product (1.0 means a 100% yield; for example, 0.34 means a 34% yield). (1) The reactants are [SH:1][C:2]1[CH:3]=[C:4]([CH:8]=[CH:9][CH:10]=1)[C:5]([OH:7])=[O:6].Br[CH2:12][C:13]1[CH:14]=[C:15]([CH:20]=[CH:21][CH:22]=1)[C:16]([O:18][CH3:19])=[O:17].C([O-])([O-])=O.[K+].[K+]. The catalyst is CN(C=O)C. The product is [CH3:19][O:18][C:16]([C:15]1[CH:14]=[C:13]([CH:22]=[CH:21][CH:20]=1)[CH2:12][S:1][C:2]1[CH:3]=[C:4]([CH:8]=[CH:9][CH:10]=1)[C:5]([OH:7])=[O:6])=[O:17]. The yield is 0.900. (2) The reactants are [OH:1][CH2:2][C@H:3]1[CH2:7][CH2:6][C@H:5]([OH:8])[CH2:4]1.N1C=CN=C1.[Si:14](Cl)([C:17]([CH3:20])([CH3:19])[CH3:18])([CH3:16])[CH3:15]. The catalyst is CN(C=O)C. The product is [Si:14]([O:1][CH2:2][C@H:3]1[CH2:7][CH2:6][C@H:5]([OH:8])[CH2:4]1)([C:17]([CH3:20])([CH3:19])[CH3:18])([CH3:16])[CH3:15]. The yield is 0.310.